This data is from Reaction yield outcomes from USPTO patents with 853,638 reactions. The task is: Predict the reaction yield, written as a fraction of the theoretical maximum amount of product (1.0 means a 100% yield; for example, 0.34 means a 34% yield). (1) The reactants are [BH4-].[Na+].Cl.[I:4][C:5]1[CH:10]=[CH:9][C:8]([C:11]2[C:20]3[C:15](=[CH:16][C:17]([O:21][CH3:22])=[CH:18][CH:19]=3)[CH2:14][CH2:13][N:12]=2)=[CH:7][CH:6]=1. The catalyst is CO. The product is [I:4][C:5]1[CH:6]=[CH:7][C:8]([CH:11]2[C:20]3[C:15](=[CH:16][C:17]([O:21][CH3:22])=[CH:18][CH:19]=3)[CH2:14][CH2:13][NH:12]2)=[CH:9][CH:10]=1. The yield is 0.650. (2) The catalyst is O. The product is [F:8][C:9]1[CH:14]=[CH:13][C:12]([CH2:15][C:16]([NH:2][CH3:1])=[O:17])=[CH:11][CH:10]=1. The reactants are [CH3:1][NH2:2].C1COCC1.[F:8][C:9]1[CH:14]=[CH:13][C:12]([CH2:15][C:16](Cl)=[O:17])=[CH:11][CH:10]=1. The yield is 0.980. (3) The reactants are [Li].[H-].[C:3]([N:11]1[CH2:24][CH2:23][C:22]2[C:21]3[CH:20]=[CH:19][C:18]([C:25]4[CH:30]=[CH:29][CH:28]=[CH:27][CH:26]=4)=[CH:17][C:16]=3[NH:15][C:14]=2[CH2:13][CH2:12]1)(=O)[C:4]1[CH:9]=[CH:8][CH:7]=[CH:6][CH:5]=1.CCOC(C)=O.CCCCCCC. The catalyst is O1CCCC1. The product is [CH2:3]([N:11]1[CH2:24][CH2:23][C:22]2[C:21]3[CH:20]=[CH:19][C:18]([C:25]4[CH:30]=[CH:29][CH:28]=[CH:27][CH:26]=4)=[CH:17][C:16]=3[NH:15][C:14]=2[CH2:13][CH2:12]1)[C:4]1[CH:5]=[CH:6][CH:7]=[CH:8][CH:9]=1. The yield is 0.900. (4) The product is [ClH:17].[Cl:17][C:18]1[C:19]([CH3:21])=[N:16][C:13]2[N:12]([N:11]=[C:10]3[CH2:9][NH:8][CH2:15][C:14]3=2)[C:27]=1[CH3:26]. No catalyst specified. The yield is 0.900. The reactants are C(OC([N:8]1[CH2:15][C:14]2[C:10](=[N:11][NH:12][C:13]=2[NH2:16])[CH2:9]1)=O)(C)(C)C.[Cl:17][CH2:18][C:19]([CH2:21]C(=O)C)=O.O.[CH3:26][C:27](O)=O. (5) The reactants are [CH3:1][C:2](C)([O-])[CH3:3].[K+].[S:7]1[CH:11]=[CH:10][CH:9]=[C:8]1[C:12]1[CH:16]=[C:15]([C:17]([O:19][CH2:20][CH3:21])=[O:18])[NH:14][N:13]=1.IC(C)C.[NH4+].[Cl-]. The catalyst is CS(C)=O. The product is [CH:2]([N:14]1[C:15]([C:17]([O:19][CH2:20][CH3:21])=[O:18])=[CH:16][C:12]([C:8]2[S:7][CH:11]=[CH:10][CH:9]=2)=[N:13]1)([CH3:3])[CH3:1]. The yield is 0.730.